From a dataset of Full USPTO retrosynthesis dataset with 1.9M reactions from patents (1976-2016). Predict the reactants needed to synthesize the given product. (1) Given the product [CH3:4][O:3][C:1]([C:5]1[C:14](=[O:15])[C:13]2[C:8](=[CH:9][C:10]([Cl:16])=[CH:11][CH:12]=2)[NH:7][C:6]=1[C:17]([Cl:22])=[O:19])=[O:2], predict the reactants needed to synthesize it. The reactants are: [C:1]([C:5]1[C:6]([C:17]([OH:19])=O)=[N:7][C:8]2[C:13]([C:14]=1[OH:15])=[CH:12][CH:11]=[C:10]([Cl:16])[CH:9]=2)([O:3][CH3:4])=[O:2].S(Cl)([Cl:22])=O. (2) The reactants are: F[C:2]1[C:7]([C:8]2[CH:13]=[CH:12][N:11]=[C:10]([C:14]([F:17])([F:16])[F:15])[CH:9]=2)=[CH:6][CH:5]=[CH:4][N:3]=1.[N:18]1[CH:23]=[CH:22][CH:21]=[CH:20][C:19]=1[NH:24][C:25]1[CH:30]=[CH:29][C:28]([OH:31])=[CH:27][CH:26]=1.C(=O)([O-])[O-].[Cs+].[Cs+]. Given the product [F:15][C:14]([F:17])([F:16])[C:10]1[CH:9]=[C:8]([C:7]2[C:2]([O:31][C:28]3[CH:27]=[CH:26][C:25]([NH:24][C:19]4[CH:20]=[CH:21][CH:22]=[CH:23][N:18]=4)=[CH:30][CH:29]=3)=[N:3][CH:4]=[CH:5][CH:6]=2)[CH:13]=[CH:12][N:11]=1, predict the reactants needed to synthesize it. (3) Given the product [OH:29][N:28]1[C:21]2[C:20](=[CH:25][C:24]([C:26]#[N:27])=[CH:23][CH:22]=2)[C:6]([C:7]2[CH:12]=[CH:11][C:10]([CH2:13][N:14]3[CH2:19][CH2:18][O:17][CH2:16][CH2:15]3)=[CH:9][N:8]=2)=[C:5]1[OH:4], predict the reactants needed to synthesize it. The reactants are: Cl.C([O:4][C:5](=O)[CH:6]([C:20]1[CH:25]=[C:24]([C:26]#[N:27])[CH:23]=[CH:22][C:21]=1[N+:28]([O-])=[O:29])[C:7]1[CH:12]=[CH:11][C:10]([CH2:13][N:14]2[CH2:19][CH2:18][O:17][CH2:16][CH2:15]2)=[CH:9][N:8]=1)C.C(=O)([O-])O.[Na+].[NH4+]=S. (4) Given the product [CH3:1][S:2]([N:9]1[CH2:10][CH2:11][N:6]([CH2:12][CH2:13][O:14][C:15]2[CH:20]=[CH:19][C:18]([CH:21]3[CH2:26][CH2:25][N:24]([C:27]4[CH:28]=[CH:29][C:30]5[N:31]([C:33]([C:36]([F:39])([F:37])[F:38])=[N:34][N:35]=5)[N:32]=4)[CH2:23][CH2:22]3)=[CH:17][CH:16]=2)[CH2:7][CH2:8]1)(=[O:4])=[O:3], predict the reactants needed to synthesize it. The reactants are: [CH3:1][S:2](Cl)(=[O:4])=[O:3].[N:6]1([CH2:12][CH2:13][O:14][C:15]2[CH:20]=[CH:19][C:18]([CH:21]3[CH2:26][CH2:25][N:24]([C:27]4[CH:28]=[CH:29][C:30]5[N:31]([C:33]([C:36]([F:39])([F:38])[F:37])=[N:34][N:35]=5)[N:32]=4)[CH2:23][CH2:22]3)=[CH:17][CH:16]=2)[CH2:11][CH2:10][NH:9][CH2:8][CH2:7]1.C(N(CC)CC)C.